Predict the reactants needed to synthesize the given product. From a dataset of Full USPTO retrosynthesis dataset with 1.9M reactions from patents (1976-2016). (1) Given the product [CH3:1][O:2][C:3]([C:4]1[CH:9]=[C:8]([Cl:10])[C:7]2[N:11]=[CH:26][NH:12][C:6]=2[C:5]=1[O:15][CH3:16])=[O:17], predict the reactants needed to synthesize it. The reactants are: [CH3:1][O:2][C:3](=[O:17])[C:4]1[CH:9]=[C:8]([Cl:10])[C:7]([NH2:11])=[C:6]([N+:12]([O-])=O)[C:5]=1[O:15][CH3:16].O.O.[Sn](Cl)Cl.O.[OH-].[Na+].[CH:26](O)=O. (2) Given the product [Br:1][C:2]1[CH:3]=[C:4]([S:9]([NH2:12])(=[O:11])=[O:10])[CH:5]=[N:6][C:7]=1[NH:17][CH2:16][CH:13]1[CH2:15][CH2:14]1, predict the reactants needed to synthesize it. The reactants are: [Br:1][C:2]1[CH:3]=[C:4]([S:9]([NH2:12])(=[O:11])=[O:10])[CH:5]=[N:6][C:7]=1Cl.[CH:13]1([CH2:16][NH2:17])[CH2:15][CH2:14]1. (3) Given the product [Cl:60][C:61]1[CH:62]=[C:63]([CH:66]=[CH:67][CH:68]=1)[CH2:64][NH:65][C:28]([C:27]1[CH:31]=[CH:32][C:33]([CH3:34])=[C:25]([NH:24][C:22]([C:20]2[C:19](=[O:35])[NH:18][C:16]3[N:17]=[C:12]([O:11][CH3:10])[N:13]=[CH:14][C:15]=3[CH:21]=2)=[O:23])[CH:26]=1)=[O:30], predict the reactants needed to synthesize it. The reactants are: C(N(C(C)C)CC)(C)C.[CH3:10][O:11][C:12]1[N:13]=[CH:14][C:15]2[CH:21]=[C:20]([C:22]([NH:24][C:25]3[CH:26]=[C:27]([CH:31]=[CH:32][C:33]=3[CH3:34])[C:28]([OH:30])=O)=[O:23])[C:19](=[O:35])[NH:18][C:16]=2[N:17]=1.CN(C(ON1N=NC2C=CC=NC1=2)=[N+](C)C)C.F[P-](F)(F)(F)(F)F.[Cl:60][C:61]1[CH:62]=[C:63]([CH:66]=[CH:67][CH:68]=1)[CH2:64][NH2:65]. (4) Given the product [OH:5][C:4]([C:7]([F:10])([F:8])[F:9])([CH2:3][C:2]([CH3:1])([C:12]1[C:20]2[O:19][CH2:18][CH2:17][C:16]=2[CH:15]=[C:14]([C:21]2[CH:26]=[N:25][CH:24]=[N:23][CH:22]=2)[CH:13]=1)[CH3:11])[CH2:6][N:27]1[C:35]2[CH2:34][CH2:33][CH2:32][C:31](=[O:36])[C:30]=2[CH:29]=[CH:28]1, predict the reactants needed to synthesize it. The reactants are: [CH3:1][C:2]([C:12]1[C:20]2[O:19][CH2:18][CH2:17][C:16]=2[CH:15]=[C:14]([C:21]2[CH:22]=[N:23][CH:24]=[N:25][CH:26]=2)[CH:13]=1)([CH3:11])[CH2:3][C:4]1([C:7]([F:10])([F:9])[F:8])[CH2:6][O:5]1.[NH:27]1[C:35]2[CH2:34][CH2:33][CH2:32][C:31](=[O:36])[C:30]=2[CH:29]=[CH:28]1.[O-]CC.[Na+]. (5) Given the product [CH2:1]([S:8][C:9]1[CH:14]=[C:13]2[C:12](=[CH:11][CH:10]=1)[N:22]([C:23]1[CH:28]=[C:27]([F:29])[C:26]([Br:30])=[CH:25][C:24]=1[O:31][CH3:32])[C:17](=[O:18])[CH:16]=[CH:15]2)[C:2]1[CH:3]=[CH:4][CH:5]=[CH:6][CH:7]=1, predict the reactants needed to synthesize it. The reactants are: [CH2:1]([S:8][C:9]1[CH:10]=[CH:11][C:12]([NH:22][C:23]2[CH:28]=[C:27]([F:29])[C:26]([Br:30])=[CH:25][C:24]=2[O:31][CH3:32])=[C:13](/[CH:15]=[CH:16]/[C:17](OCC)=[O:18])[CH:14]=1)[C:2]1[CH:7]=[CH:6][CH:5]=[CH:4][CH:3]=1.C(P(CCCC)CCCC)CCC. (6) Given the product [F:1][C:2]1[CH:3]=[CH:4][CH2:5][C@:6]([CH2:8][CH:9]=[O:28])([O:22][CH2:23][CH:24]2[CH2:25][O:26]2)[CH:7]=1, predict the reactants needed to synthesize it. The reactants are: [F:1][C:2]1[CH:3]=[CH:4][C:5](O)=[C:6]([C:8](=O)[CH3:9])[CH:7]=1.CC1C=CC(S([O:22][CH2:23][C@@H:24]2[O:26][CH2:25]2)(=O)=O)=CC=1.C(=O)([O-])[O-:28].[K+].[K+].CN(C)C=O.